From a dataset of HIV replication inhibition screening data with 41,000+ compounds from the AIDS Antiviral Screen. Binary Classification. Given a drug SMILES string, predict its activity (active/inactive) in a high-throughput screening assay against a specified biological target. (1) The compound is Nc1ncnc2snnc12. The result is 0 (inactive). (2) The molecule is CN(C)c1nncc2[nH]nnc12. The result is 0 (inactive). (3) The result is 0 (inactive). The drug is Clc1ccccc1-c1nn2c(CCCCCCCCc3nnc4sc(-c5ccccc5Cl)nn34)nnc2s1. (4) The molecule is COc1ccc2nc3cc([N+](=O)[O-])ccc3c(NCCCN(CCO)CCO)c2c1. The result is 0 (inactive).